From a dataset of Reaction yield outcomes from USPTO patents with 853,638 reactions. Predict the reaction yield, written as a fraction of the theoretical maximum amount of product (1.0 means a 100% yield; for example, 0.34 means a 34% yield). (1) The reactants are [CH3:1][S:2]([CH2:5][CH:6]([OH:9])[CH2:7][OH:8])(=[O:4])=[O:3].[S:10](Cl)(Cl)=[O:11]. The catalyst is C(Cl)Cl. The product is [CH3:1][S:2]([CH2:5][CH:6]1[CH2:7][O:8][S:10](=[O:11])[O:9]1)(=[O:4])=[O:3]. The yield is 0.560. (2) The catalyst is CN(C=O)C. The reactants are [NH:1]1[C:9]2[C:4](=[CH:5][C:6]([C:10]([OH:12])=O)=[CH:7][CH:8]=2)[CH:3]=[CH:2]1.F[P-](F)(F)(F)(F)F.CN(C)C(F)=[N+](C)C.C(N(CC)CC)C.O.[NH2:36][NH2:37]. The yield is 0.240. The product is [NH:1]1[C:9]2[C:4](=[CH:5][C:6]([C:10]([NH:36][NH2:37])=[O:12])=[CH:7][CH:8]=2)[CH:3]=[CH:2]1. (3) The reactants are Cl[C:2]1[N:3]=[C:4]2[CH:12]=[CH:11][CH:10]=[N:9][C:5]2=[N:6][C:7]=1[Cl:8].[C:13]1([S:19]([NH2:22])(=[O:21])=[O:20])[CH:18]=[CH:17][CH:16]=[CH:15][CH:14]=1.C([O-])([O-])=O.[K+].[K+]. The catalyst is CC(N(C)C)=O. The product is [Cl:8][C:7]1[N:6]=[C:5]2[N:9]=[CH:10][CH:11]=[CH:12][C:4]2=[N:3][C:2]=1[NH:22][S:19]([C:13]1[CH:18]=[CH:17][CH:16]=[CH:15][CH:14]=1)(=[O:21])=[O:20]. The yield is 0.170. (4) The reactants are [Cl:1][C:2]1[CH:3]=[C:4]2[C:9](=[CH:10][C:11]=1[O:12][C:13]1[CH:18]=[CH:17][C:16]([C:19](=[O:32])[NH:20][CH:21]([CH2:30][OH:31])[CH2:22][C:23]3[CH:28]=[CH:27][C:26]([Cl:29])=[CH:25][CH:24]=3)=[CH:15][CH:14]=1)[O:8][CH2:7][CH2:6][CH:5]2[C:33]([O:35]CC)=[O:34].[OH-].[Na+]. The catalyst is C1COCC1.C(O)C. The product is [Cl:1][C:2]1[CH:3]=[C:4]2[C:9](=[CH:10][C:11]=1[O:12][C:13]1[CH:18]=[CH:17][C:16]([C:19](=[O:32])[NH:20][CH:21]([CH2:30][OH:31])[CH2:22][C:23]3[CH:28]=[CH:27][C:26]([Cl:29])=[CH:25][CH:24]=3)=[CH:15][CH:14]=1)[O:8][CH2:7][CH2:6][CH:5]2[C:33]([OH:35])=[O:34]. The yield is 0.826. (5) The reactants are Br[C:2]1[N:7]=[C:6]2[S:8][C:9]([NH:11][C:12]3[O:13][C@:14]4([CH2:22][N:23]=3)[CH:19]3[CH2:20][CH2:21][N:16]([CH2:17][CH2:18]3)[CH2:15]4)=[N:10][C:5]2=[N:4][CH:3]=1.Cl. The catalyst is CO. The product is [S:8]1[C:6]2=[N:7][CH:2]=[CH:3][N:4]=[C:5]2[N:10]=[C:9]1[NH:11][C:12]1[O:13][C@:14]2([CH2:22][N:23]=1)[CH:19]1[CH2:20][CH2:21][N:16]([CH2:17][CH2:18]1)[CH2:15]2. The yield is 0.675. (6) The reactants are [N:1]([CH2:4][C@H:5]1[CH2:9][CH2:8][CH2:7][C@@H:6]1[NH:10][C:11]1[CH:20]=[C:19]([CH3:21])[C:18]2[C:13](=[CH:14][CH:15]=[C:16]([O:22][CH3:23])[CH:17]=2)[N:12]=1)=[N+]=[N-]. The catalyst is CCO.[Pd]. The product is [NH2:1][CH2:4][C@H:5]1[CH2:9][CH2:8][CH2:7][C@@H:6]1[NH:10][C:11]1[CH:20]=[C:19]([CH3:21])[C:18]2[C:13](=[CH:14][CH:15]=[C:16]([O:22][CH3:23])[CH:17]=2)[N:12]=1. The yield is 0.990.